Dataset: Reaction yield outcomes from USPTO patents with 853,638 reactions. Task: Predict the reaction yield, written as a fraction of the theoretical maximum amount of product (1.0 means a 100% yield; for example, 0.34 means a 34% yield). (1) The reactants are [H-].[Na+].[OH:3][CH2:4][CH:5]1[O:9][N:8]=[C:7]([C:10]([O:12][CH2:13][CH3:14])=[O:11])[CH2:6]1.I[CH2:16][CH3:17]. The catalyst is CN(C=O)C. The product is [CH2:16]([O:3][CH2:4][CH:5]1[O:9][N:8]=[C:7]([C:10]([O:12][CH2:13][CH3:14])=[O:11])[CH2:6]1)[CH3:17]. The yield is 0.400. (2) The reactants are [NH2:1][C:2]1[CH:3]=[CH:4][CH:5]=[C:6]2[C:10]=1[NH:9][C:8]([C:11]([O:13][CH2:14][CH3:15])=[O:12])=[C:7]2[CH3:16].[S:17]1[CH:21]=[CH:20][CH:19]=[C:18]1[S:22](Cl)(=[O:24])=[O:23]. The catalyst is N1C=CC=CC=1. The product is [CH3:16][C:7]1[C:6]2[C:10](=[C:2]([NH:1][S:22]([C:18]3[S:17][CH:21]=[CH:20][CH:19]=3)(=[O:24])=[O:23])[CH:3]=[CH:4][CH:5]=2)[NH:9][C:8]=1[C:11]([O:13][CH2:14][CH3:15])=[O:12]. The yield is 0.700. (3) The reactants are [CH3:1][O:2][C:3]1[C:4]([C:13]([O:15]C)=[O:14])=[CH:5][C:6]2[C:11]([CH:12]=1)=[CH:10][CH:9]=[CH:8][CH:7]=2.O.[OH-].[Na+].C(O)(=O)CC(CC(O)=O)(C(O)=O)O. The catalyst is CO. The product is [CH3:1][O:2][C:3]1[C:4]([C:13]([OH:15])=[O:14])=[CH:5][C:6]2[C:11]([CH:12]=1)=[CH:10][CH:9]=[CH:8][CH:7]=2. The yield is 0.920. (4) The reactants are [N+:1]([C:4]1[CH:15]=[CH:14][C:7]([CH2:8][C:9]2[NH:13][N:12]=[N:11][N:10]=2)=[CH:6][CH:5]=1)([O-:3])=[O:2].CN(C)C=O.[H-].[Na+].I[CH2:24][CH3:25]. The catalyst is O. The product is [CH2:24]([N:11]1[N:12]=[N:13][C:9]([CH2:8][C:7]2[CH:14]=[CH:15][C:4]([N+:1]([O-:3])=[O:2])=[CH:5][CH:6]=2)=[N:10]1)[CH3:25]. The yield is 0.480. (5) The reactants are CCN(C(C)C)C(C)C.[F:10][C:11]1[CH:12]=[C:13]([C:17]2[NH:21][N:20]=[C:19]([C:22]([OH:24])=O)[CH:18]=2)[CH:14]=[CH:15][CH:16]=1.C1(C2NN=C(C(O)=O)C=2)C=CC=CC=1.FC1C=C(C(=O)C)C=CC=1.C1C=CC2N(O)N=NC=2C=1.CCN=C=NCCCN(C)C.Cl.Cl.[NH2:72][CH2:73][C:74]([N:76]1[CH2:81][CH2:80][CH:79]([O:82][C:83]2[CH:88]=[CH:87][CH:86]=[C:85]([C:89]([F:92])([F:91])[F:90])[CH:84]=2)[CH2:78][CH2:77]1)=[O:75]. The catalyst is CN(C=O)C.O. The product is [O:75]=[C:74]([N:76]1[CH2:77][CH2:78][CH:79]([O:82][C:83]2[CH:88]=[CH:87][CH:86]=[C:85]([C:89]([F:92])([F:90])[F:91])[CH:84]=2)[CH2:80][CH2:81]1)[CH2:73][NH:72][C:22]([C:19]1[CH:18]=[C:17]([C:13]2[CH:14]=[CH:15][CH:16]=[C:11]([F:10])[CH:12]=2)[NH:21][N:20]=1)=[O:24]. The yield is 0.579. (6) The reactants are [Cl:1][C:2]1[CH:3]=[C:4]([CH:15]=[CH:16][CH:17]=1)[C:5]([NH:7][C:8]1[CH:13]=[C:12](Cl)[CH:11]=[CH:10][N:9]=1)=[O:6].[OH:18][C:19]1[CH:20]=[N:21][CH:22]=[CH:23][CH:24]=1.C([O-])([O-])=O.[Cs+].[Cs+].Cl.CN(C)CC(O)=O. The catalyst is O1CCOCC1.[Cu]I. The product is [Cl:1][C:2]1[CH:3]=[C:4]([CH:15]=[CH:16][CH:17]=1)[C:5]([NH:7][C:8]1[CH:13]=[C:12]([O:18][C:19]2[CH:20]=[N:21][CH:22]=[CH:23][CH:24]=2)[CH:11]=[CH:10][N:9]=1)=[O:6]. The yield is 0.400. (7) The reactants are N(C(N1CCCCC1)=O)=NC(N1CCCCC1)=O.[OH:19][C:20]1[CH:21]=[C:22]2[C:26](=[CH:27][CH:28]=1)[NH:25][C:24]([CH2:29][CH:30]([CH3:35])[C:31]([O:33][CH3:34])=[O:32])=[CH:23]2.O[CH2:37][CH2:38][CH2:39][NH:40][C:41]1[CH:46]=[CH:45][CH:44]=[CH:43][N:42]=1.C(P(CCCC)CCCC)CCC. The catalyst is O1CCCC1. The product is [CH3:35][CH:30]([CH2:29][C:24]1[NH:25][C:26]2[C:22]([CH:23]=1)=[CH:21][C:20]([O:19][CH2:37][CH2:38][CH2:39][NH:40][C:41]1[CH:46]=[CH:45][CH:44]=[CH:43][N:42]=1)=[CH:28][CH:27]=2)[C:31]([O:33][CH3:34])=[O:32]. The yield is 0.150. (8) The reactants are Cl[C:2]1[C:3]2[N:10]=[C:9]([CH2:11][C:12]3[C:17]([Cl:18])=[CH:16][CH:15]=[CH:14][C:13]=3[Cl:19])[S:8][C:4]=2[N:5]=[CH:6][N:7]=1.[F:20][C:21]([F:30])([F:29])[C:22]1[CH:27]=[CH:26][C:25]([NH2:28])=[CH:24][CH:23]=1.Cl. The catalyst is C(O)(C)C. The product is [Cl:19][C:13]1[CH:14]=[CH:15][CH:16]=[C:17]([Cl:18])[C:12]=1[CH2:11][C:9]1[S:8][C:4]2[N:5]=[CH:6][N:7]=[C:2]([NH:28][C:25]3[CH:26]=[CH:27][C:22]([C:21]([F:20])([F:29])[F:30])=[CH:23][CH:24]=3)[C:3]=2[N:10]=1. The yield is 0.740. (9) The reactants are C[Si]([N-][Si](C)(C)C)(C)C.[Li+].[CH2:11]([O:13][C:14]([CH:16]1[CH2:20][CH2:19][N:18]([C:21](=[O:30])[C:22]2[CH:27]=[CH:26][C:25]([O:28][CH3:29])=[CH:24][CH:23]=2)[CH2:17]1)=[O:15])[CH3:12].Cl[C:32]([O:34][CH2:35][CH3:36])=[O:33]. The catalyst is O1CCCC1. The product is [CH2:11]([O:13][C:14]([C:16]1([C:32]([O:34][CH2:35][CH3:36])=[O:33])[CH2:20][CH2:19][N:18]([C:21](=[O:30])[C:22]2[CH:23]=[CH:24][C:25]([O:28][CH3:29])=[CH:26][CH:27]=2)[CH2:17]1)=[O:15])[CH3:12]. The yield is 0.940. (10) The reactants are [Cl:1][C:2]1[C:7]([F:8])=[CH:6][CH:5]=[C:4]([Cl:9])[C:3]=1[CH:10]([OH:12])[CH3:11].O[C:14]1[C:15]([N+:20]([O-:22])=[O:21])=[N:16][CH:17]=[CH:18][CH:19]=1.C1(P(C2C=CC=CC=2)C2C=CC=CC=2)C=CC=CC=1.CC(OC(/N=N/C(OC(C)C)=O)=O)C. The catalyst is O1CCCC1. The product is [Cl:1][C:2]1[C:7]([F:8])=[CH:6][CH:5]=[C:4]([Cl:9])[C:3]=1[C@H:10]([O:12][C:14]1[C:15]([N+:20]([O-:22])=[O:21])=[N:16][CH:17]=[CH:18][CH:19]=1)[CH3:11]. The yield is 0.610.